Predict the product of the given reaction. From a dataset of Forward reaction prediction with 1.9M reactions from USPTO patents (1976-2016). (1) Given the reactants CC([O:4][CH2:5][C@H:6]1[O:11][C@@H:10]([S:12][C:13]2[CH:18]=[CH:17][C:16]([N+:19]([O-:21])=[O:20])=[CH:15][CH:14]=2)[C@H:9]([O:22]C(C)=O)[C@@H:8]([O:26]C(C)=O)[C@@H:7]1[O:30]C(C)=O)=O.C[O-].[Na+], predict the reaction product. The product is: [CH:17]1[C:16]([N+:19]([O-:21])=[O:20])=[CH:15][CH:14]=[C:13]([S:12][C@@H:10]2[O:11][C@H:6]([CH2:5][OH:4])[C@@H:7]([OH:30])[C@H:8]([OH:26])[C@H:9]2[OH:22])[CH:18]=1. (2) Given the reactants C(=O)([O-])[O-].[K+].[K+].[CH3:7][O:8][C:9](=[O:17])[C:10]1[CH:15]=[CH:14][CH:13]=[CH:12][C:11]=1I.[NH2:18][CH2:19][C:20]1[CH:25]=[CH:24][CH:23]=[CH:22][C:21]=1B(O)O, predict the reaction product. The product is: [CH3:7][O:8][C:9]([C:10]1[C:11]([C:22]2[CH:23]=[CH:24][CH:25]=[C:20]([CH2:19][NH2:18])[CH:21]=2)=[CH:12][CH:13]=[CH:14][CH:15]=1)=[O:17]. (3) The product is: [CH3:44][O:45][C:46]1[CH:47]=[C:48]([N:54]2[CH2:55][CH2:56][N:57]([C:7]([C:4]3[CH:3]=[CH:2][N:1]=[CH:6][CH:5]=3)=[O:9])[CH2:58][CH2:59]2)[CH:49]=[C:50]([O:52][CH3:53])[CH:51]=1. Given the reactants [N:1]1[CH:6]=[CH:5][C:4]([C:7]([OH:9])=O)=[CH:3][CH:2]=1.CN1CCOCC1.F[P-](F)(F)(F)(F)F.N1(O[P+](N(C)C)(N(C)C)N(C)C)C2C=CC=CC=2N=N1.[CH3:44][O:45][C:46]1[CH:47]=[C:48]([N:54]2[CH2:59][CH2:58][NH:57][CH2:56][CH2:55]2)[CH:49]=[C:50]([O:52][CH3:53])[CH:51]=1, predict the reaction product. (4) Given the reactants [C:1]([NH:5][C:6]1[N:7]=[C:8](Cl)[CH:9]=[C:10]2[C:15]=1[C:14](=[O:16])[NH:13][CH:12]=[CH:11]2)([CH3:4])([CH3:3])[CH3:2].CC1(C)C(C)(C)OB([C:26]2[CH:27]=[N:28][C:29]([NH2:32])=[N:30][CH:31]=2)O1.C([O-])([O-])=O.[K+].[K+].CC(O)C, predict the reaction product. The product is: [NH2:32][C:29]1[N:30]=[CH:31][C:26]([C:8]2[CH:9]=[C:10]3[C:15](=[C:6]([NH:5][C:1]([CH3:4])([CH3:3])[CH3:2])[N:7]=2)[C:14](=[O:16])[NH:13][CH:12]=[CH:11]3)=[CH:27][N:28]=1. (5) Given the reactants [CH2:1]([NH:4][C:5]1[N:6]=[C:7](Cl)[C:8]2[CH:13]=[CH:12][N:11]([CH3:14])[C:9]=2[N:10]=1)[CH2:2][CH3:3].CCN(C(C)C)C(C)C.Cl.[CH:26]12[NH:33][CH:30]([CH2:31][CH2:32]1)[CH2:29][CH:28]([OH:34])[CH2:27]2.O, predict the reaction product. The product is: [CH3:14][N:11]1[C:9]2[N:10]=[C:5]([NH:4][CH2:1][CH2:2][CH3:3])[N:6]=[C:7]([N:33]3[CH:26]4[CH2:32][CH2:31][CH:30]3[CH2:29][CH:28]([OH:34])[CH2:27]4)[C:8]=2[CH:13]=[CH:12]1.